Dataset: Peptide-MHC class I binding affinity with 185,985 pairs from IEDB/IMGT. Task: Regression. Given a peptide amino acid sequence and an MHC pseudo amino acid sequence, predict their binding affinity value. This is MHC class I binding data. (1) The binding affinity (normalized) is 0.484. The peptide sequence is HCIRNKSVIL. The MHC is H-2-Db with pseudo-sequence H-2-Db. (2) The peptide sequence is KIRNRIERL. The MHC is HLA-B08:01 with pseudo-sequence HLA-B08:01. The binding affinity (normalized) is 0.488. (3) The binding affinity (normalized) is 0.0574. The MHC is HLA-A23:01 with pseudo-sequence HLA-A23:01. The peptide sequence is YFMKFRRVF.